From a dataset of Forward reaction prediction with 1.9M reactions from USPTO patents (1976-2016). Predict the product of the given reaction. (1) Given the reactants [C:1]([O:5][C:6](=[O:23])[NH:7][C:8]1[CH:13]=[CH:12][C:11]([C:14]#[C:15][C:16]2[CH:21]=[CH:20][CH:19]=[CH:18][CH:17]=2)=[CH:10][C:9]=1[NH2:22])([CH3:4])([CH3:3])[CH3:2].C([O:28][C:29](=O)[CH2:30][C:31](=[O:44])[C:32]1[CH:37]=[CH:36][CH:35]=[C:34]([C:38]2[CH:39]=[N:40][CH:41]=[CH:42][CH:43]=2)[CH:33]=1)(C)(C)C, predict the reaction product. The product is: [C:1]([O:5][C:6](=[O:23])[NH:7][C:8]1[CH:13]=[CH:12][C:11]([C:14]#[C:15][C:16]2[CH:17]=[CH:18][CH:19]=[CH:20][CH:21]=2)=[CH:10][C:9]=1[NH:22][C:29](=[O:28])[CH2:30][C:31](=[O:44])[C:32]1[CH:37]=[CH:36][CH:35]=[C:34]([C:38]2[CH:39]=[N:40][CH:41]=[CH:42][CH:43]=2)[CH:33]=1)([CH3:4])([CH3:2])[CH3:3]. (2) Given the reactants [C:1]([OH:12])(=O)/[CH:2]=[CH:3]/[CH2:4][CH2:5][CH2:6][CH2:7][CH2:8][CH2:9][CH3:10].[C:13]([NH2:18])([CH2:16][CH3:17])([CH3:15])[CH3:14], predict the reaction product. The product is: [C:13]([NH:18][C:1](=[O:12])/[CH:2]=[CH:3]/[CH2:4][CH2:5][CH2:6][CH2:7][CH2:8][CH2:9][CH3:10])([CH2:16][CH3:17])([CH3:15])[CH3:14]. (3) Given the reactants [F:1][C:2]1[CH:8]=[C:7]([I:9])[CH:6]=[CH:5][C:3]=1[NH2:4].C[Si](C)(C)[N-][Si](C)(C)C.[Li+].F[C:21]1[C:26]([F:27])=[C:25]([F:28])[CH:24]=[C:23]([F:29])[C:22]=1[N+:30]([O-:32])=[O:31].C(OCC)(=O)C, predict the reaction product. The product is: [F:1][C:2]1[CH:8]=[C:7]([I:9])[CH:6]=[CH:5][C:3]=1[NH:4][C:21]1[C:22]([N+:30]([O-:32])=[O:31])=[C:23]([F:29])[CH:24]=[C:25]([F:28])[C:26]=1[F:27]. (4) Given the reactants [CH:1]1([N:5]2[CH2:10][CH2:9][CH:8]([O:11][C:12]3[CH:17]=[CH:16][C:15]([C:18]4([C:24](=[S:26])[NH2:25])[CH2:23][CH2:22][O:21][CH2:20][CH2:19]4)=[CH:14][CH:13]=3)[CH2:7][CH2:6]2)[CH2:4][CH2:3][CH2:2]1.Cl[CH2:28][C:29](=O)[CH3:30], predict the reaction product. The product is: [CH:1]1([N:5]2[CH2:10][CH2:9][CH:8]([O:11][C:12]3[CH:17]=[CH:16][C:15]([C:18]4([C:24]5[S:26][CH:28]=[C:29]([CH3:30])[N:25]=5)[CH2:23][CH2:22][O:21][CH2:20][CH2:19]4)=[CH:14][CH:13]=3)[CH2:7][CH2:6]2)[CH2:2][CH2:3][CH2:4]1. (5) Given the reactants [H-].[Na+].[Br:3][C:4]1[CH:5]=[C:6]2[CH:13]=[CH:12][NH:11][C:7]2=[C:8]([Cl:10])[N:9]=1.I[CH3:15].[Cl-].[NH4+].[Cl-].[Na+], predict the reaction product. The product is: [Br:3][C:4]1[CH:5]=[C:6]2[CH:13]=[CH:12][N:11]([CH3:15])[C:7]2=[C:8]([Cl:10])[N:9]=1. (6) Given the reactants [CH2:1]([O:9][C:10]1[CH:15]=[CH:14][C:13]([CH:16]2[O:21][CH2:20][CH2:19][N:18]([CH2:22][CH2:23][O:24][P:25](=[O:36])([O:31]C(C)(C)C)[O:26]C(C)(C)C)[CH2:17]2)=[CH:12][CH:11]=1)[CH2:2][CH2:3][CH2:4][CH2:5][CH2:6][CH2:7][CH3:8].[C:37]([OH:43])([C:39]([F:42])([F:41])[F:40])=[O:38], predict the reaction product. The product is: [F:40][C:39]([F:42])([F:41])[C:37]([OH:43])=[O:38].[CH2:1]([O:9][C:10]1[CH:11]=[CH:12][C:13]([CH:16]2[O:21][CH2:20][CH2:19][N:18]([CH2:22][CH2:23][O:24][P:25](=[O:26])([OH:36])[OH:31])[CH2:17]2)=[CH:14][CH:15]=1)[CH2:2][CH2:3][CH2:4][CH2:5][CH2:6][CH2:7][CH3:8]. (7) Given the reactants [OH:1][CH2:2][CH2:3][CH2:4][O:5][C:6]1[CH:11]=[CH:10][C:9]([CH2:12][C@H:13]([O:17][CH3:18])[C:14]([OH:16])=[O:15])=[CH:8][CH:7]=1.O[C:20]1[CH:35]=[CH:34][C:23]([C:24]([O:26][CH2:27][C:28]2[CH:33]=[CH:32][CH:31]=[CH:30][CH:29]=2)=[O:25])=[CH:22][CH:21]=1, predict the reaction product. The product is: [CH2:27]([O:26][C:24](=[O:25])[C:23]1[CH:34]=[CH:35][C:20]([O:1][CH2:2][CH2:3][CH2:4][O:5][C:6]2[CH:11]=[CH:10][C:9]([CH2:12][CH:13]([C:14]([OH:16])=[O:15])[O:17][CH3:18])=[CH:8][CH:7]=2)=[CH:21][CH:22]=1)[C:28]1[CH:29]=[CH:30][CH:31]=[CH:32][CH:33]=1.